This data is from Full USPTO retrosynthesis dataset with 1.9M reactions from patents (1976-2016). The task is: Predict the reactants needed to synthesize the given product. (1) Given the product [Br:32][C:20]1[CH:21]=[C:22]2[C:17](=[C:18]([C:29]([NH2:31])=[O:30])[CH:19]=1)[NH:16][CH:15]=[C:14]2[CH:11]1[CH2:12][CH2:13][N:8]([S:5]([CH2:4][CH2:3][CH2:2][Cl:1])(=[O:7])=[O:6])[CH2:9][CH2:10]1, predict the reactants needed to synthesize it. The reactants are: [Cl:1][CH2:2][CH2:3][CH2:4][S:5]([N:8]1[CH2:13][CH2:12][CH:11]([C:14]2[C:22]3[C:17](=[C:18]([C:29]([NH2:31])=[O:30])[CH:19]=[C:20](C4C=CC=CC=4)[CH:21]=3)[NH:16][CH:15]=2)[CH2:10][CH2:9]1)(=[O:7])=[O:6].[Br:32]C1C=C2C(=C(C(N)=O)C=1)NC=C2C1CCNCC1.C(N(CC)CC)C.ClCCCS(Cl)(=O)=O. (2) Given the product [CH3:1][O:2][C:3]1[CH:4]=[C:5]([CH2:11][CH2:12][NH:13][C:27](=[O:28])[CH2:26][C:18]2[CH:19]=[C:20]([O:24][CH3:25])[C:21]([O:22][CH3:23])=[C:16]([O:15][CH3:14])[CH:17]=2)[CH:6]=[CH:7][C:8]=1[O:9][CH3:10], predict the reactants needed to synthesize it. The reactants are: [CH3:1][O:2][C:3]1[CH:4]=[C:5]([CH2:11][CH2:12][NH2:13])[CH:6]=[CH:7][C:8]=1[O:9][CH3:10].[CH3:14][O:15][C:16]1[CH:17]=[C:18]([CH2:26][C:27](O)=[O:28])[CH:19]=[C:20]([O:24][CH3:25])[C:21]=1[O:22][CH3:23]. (3) The reactants are: [Cl:1][C:2]1[CH:7]=[C:6]([N:8]2[CH2:13][CH2:12][O:11][CH2:10][CH2:9]2)[N:5]2[N:14]=[CH:15][CH:16]=[C:4]2[N:3]=1.[Br:17]N1C(=O)CCC1=O. Given the product [Br:17][C:16]1[CH:15]=[N:14][N:5]2[C:6]([N:8]3[CH2:13][CH2:12][O:11][CH2:10][CH2:9]3)=[CH:7][C:2]([Cl:1])=[N:3][C:4]=12, predict the reactants needed to synthesize it. (4) Given the product [OH:33][NH:34][C:30]([C@H:25]1[C@H:24]([NH:23][S:20]([C:17]2[CH:18]=[CH:19][C:14]([O:13][CH2:12][C:10]3[C:9]4[C:4](=[CH:5][CH:6]=[CH:7][CH:8]=4)[N:3]=[C:2]([CH3:1])[CH:11]=3)=[CH:15][CH:16]=2)(=[O:22])=[O:21])[CH2:29][CH2:28][O:27][CH2:26]1)=[O:31], predict the reactants needed to synthesize it. The reactants are: [CH3:1][C:2]1[CH:11]=[C:10]([CH2:12][O:13][C:14]2[CH:19]=[CH:18][C:17]([S:20]([NH:23][CH:24]3[CH2:29][CH2:28][O:27][CH2:26][CH:25]3[C:30](O)=[O:31])(=[O:22])=[O:21])=[CH:16][CH:15]=2)[C:9]2[C:4](=[CH:5][CH:6]=[CH:7][CH:8]=2)[N:3]=1.[OH:33][N:34]1C2C=CC=CC=2N=N1.Cl.C(N=C=N)C.NO. (5) Given the product [CH3:1][O:2][C:3]([C:5]1[NH:6][C:7]([C:19]2[C:20]3[C:15](=[CH:14][CH:13]=[CH:12][CH:11]=3)[CH:16]=[CH:17][CH:18]=2)=[CH:8][CH:9]=1)=[O:4], predict the reactants needed to synthesize it. The reactants are: [CH3:1][O:2][C:3]([C:5]1[NH:6][C:7](Br)=[CH:8][CH:9]=1)=[O:4].[C:11]1(B(O)O)[C:20]2[C:15](=[CH:16][CH:17]=[CH:18][CH:19]=2)[CH:14]=[CH:13][CH:12]=1.C(=O)([O-])[O-].[Na+].[Na+].C1([As](C2C=CC=CC=2)C2C=CC=CC=2)C=CC=CC=1. (6) Given the product [ClH:1].[Cl:1][C:2]1[CH:30]=[CH:29][C:5]([CH2:6][CH2:7][N:8]2[CH2:13][CH2:12][N:11]([C:14]3[CH:19]=[CH:18][C:17]4[C:20]5[CH2:21][NH:22][CH2:23][CH2:24][CH2:25][C:26]=5[O:27][C:16]=4[CH:15]=3)[C:10](=[O:28])[CH2:9]2)=[CH:4][CH:3]=1, predict the reactants needed to synthesize it. The reactants are: [Cl:1][C:2]1[CH:30]=[CH:29][C:5]([CH2:6][CH2:7][N:8]2[CH2:13][CH2:12][N:11]([C:14]3[CH:19]=[CH:18][C:17]4[C:20]5[CH2:21][NH:22][CH2:23][CH2:24][CH2:25][C:26]=5[O:27][C:16]=4[CH:15]=3)[C:10](=[O:28])[CH2:9]2)=[CH:4][CH:3]=1.Cl.CCOCC.